From a dataset of Forward reaction prediction with 1.9M reactions from USPTO patents (1976-2016). Predict the product of the given reaction. (1) Given the reactants [C:1]([C:4]1[CH:5]=[N:6][CH:7]=[C:8]([Br:10])[CH:9]=1)(=[O:3])[CH3:2].C[Si](C)(C)[C:13]([F:16])([F:15])[F:14].[F-].C([N+](CCCC)(CCCC)CCCC)CCC, predict the reaction product. The product is: [Br:10][C:8]1[CH:9]=[C:4]([C:1]([OH:3])([CH3:2])[C:13]([F:16])([F:15])[F:14])[CH:5]=[N:6][CH:7]=1. (2) Given the reactants [NH:1]1[C:9]2[C:4](=[CH:5][C:6]([C:10]3[NH:11][C:12]4[N:13]([N:17]=[CH:18][C:19]=4[C:20]([O:22]CC)=[O:21])[C:14](=[O:16])[CH:15]=3)=[CH:7][CH:8]=2)[CH:3]=[N:2]1.[OH-].[Na+].Cl, predict the reaction product. The product is: [NH:1]1[C:9]2[C:4](=[CH:5][C:6]([C:10]3[NH:11][C:12]4[N:13]([N:17]=[CH:18][C:19]=4[C:20]([OH:22])=[O:21])[C:14](=[O:16])[CH:15]=3)=[CH:7][CH:8]=2)[CH:3]=[N:2]1.